This data is from Experimentally validated miRNA-target interactions with 360,000+ pairs, plus equal number of negative samples. The task is: Binary Classification. Given a miRNA mature sequence and a target amino acid sequence, predict their likelihood of interaction. (1) The miRNA is hsa-miR-1231 with sequence GUGUCUGGGCGGACAGCUGC. The protein sequence of the target gene is MAKREDSPGPEVQPMDKQFLVCSICLDRYQCPKVLPCLHTFCERCLQNYIPAQSLTLSCPVCRQTSILPEQGVSALQNNFFISSLMEAMQQAPDGAHDPEDPHPLSVVAGRPLSCPNHEGKTMEFYCEACETAMCGECRAGEHREHGTVLLRDVVEQHKAALQRQLEAVRGRLPQLSAAIALVGGISQQLQERKAEALAQISAAFEDLEQALQQRKQALVSDLETICGAKQKVLQSQLDTLRQGQEHIGSSCSFAEQALRLGSAPEVLLVRKHMRERLAALAAQAFPERPHENAQLELVL.... Result: 0 (no interaction). (2) The miRNA is hsa-miR-302e with sequence UAAGUGCUUCCAUGCUU. The protein sequence of the target gene is MKKHRRALALVSCLFLCSLVWLPSWRVCCKESSSASASSYYSQDDNCALENEDVQFQKKDEREGPINAESLGKSGSNLPISPKEHKLKDDSIVDVQNTESKKLSPPVVETLPTVDLHEESSNAVVDSETVENISSSSTSEITPISKLDEIEKSGTIPIAKPSETEQSETDCDVGEALDASAPIEQPSFVSPPDSLVGQHIENVSSSHGKGKITKSEFESKVSASEQGGGDPKSALNASDNLKNESSDYTKPGDIDPTSVASPKDPEDIPTFDEWKKKVMEVEKEKSQSMHASSNGGSHAT.... Result: 1 (interaction). (3) The miRNA is hsa-miR-4789-5p with sequence GUAUACACCUGAUAUGUGUAUG. The protein sequence of the target gene is MGNSYAGQLKSARFEEALHNSIEASLRCSSVVPRPIFSQLYLDPDQHPFSSADVKPKVEDLDKDLVNRYTQNGSLDFSNNLTVNEMEDDEDDEEMSDSNSPPIPYSQKPAPEGSCTTDGFCQAGKDLRLVSLCMEQIDIPAGFLLVGAKSPNLPEHILVCAVDKRFLPDDHGKNALLGFSGNCIGCGERGFRYFTEFSNHINLKLTTQPKKQKHLKYYLVRSSQGVLSKGPLICWKECRSRQSSASCHSIKPSSSVSSTVTPENGTTNGYKSGFTQTDAANGNSSHGGKGSASSSTPAHT.... Result: 1 (interaction). (4) The miRNA is hsa-miR-124-3p with sequence UAAGGCACGCGGUGAAUGCCAA. The protein sequence of the target gene is MTKLLVAKVLCMVGVFFFMLLGSLLPVKVIEADLEKAHRSKKVLSLCNTFGGGVFLATCFNALLPAVRDKLQQVLSLGHISTDYPLAETLMMVGFFLTVFVEQLVLTFRRERPPFIDLETFNAGSDAGSDSEYESPFVGVGNRSHSLYPEPTAHTHGAGLRLRELGRPGPLRLLSLVFALSAHSVFEGLALGLQEEGERVVSLFVGVAIHETLVAVALGISMARSAVPLRDAAKLAVTVSAMIPVGIGLGLGIESARSVASSVASALLQGLAGGTFLFVTFLEILAKELEERSEQLLKVL.... Result: 0 (no interaction). (5) The miRNA is hsa-miR-451a with sequence AAACCGUUACCAUUACUGAGUU. The protein sequence of the target gene is MEAIWLYQFRLIVIGDSTVGKSCLIRRFTEGRFAQVSDPTVGVDFFSRLVEIEPGKRIKLQIWDTAGQERFRSITRAYYRNSVGGLLLFDITNRRSFQNVHEWLEETKVHVQPYQIVFVLVGHKCDLDTQRQVTRHEAEKLAAAYGMKYIETSARDAINVEKAFTDLTRDIYELVKRGEITIQEGWEGVKSGFVPNVVHSSEEVIKSERRCLC. Result: 0 (no interaction). (6) The miRNA is mmu-miR-466h-3p with sequence UACGCACGCACACACACAC. The protein sequence of the target gene is MAGAAGLTAEVSWKVLERRARTKRSGSVYEPLKSINLPRPDNETLWDKLDHYYRIVKSTLLLYQSPTTGLFPTKTCGGDQKAKIQDSLYCAAGAWALALAYRRIDDDKGRTHELEHSAIKCMRGILYCYMRQADKVQQFKQDPRPTTCLHSVFNVHTGDELLSYEEYGHLQINAVSLYLLYLVEMISSGLQIIYNTDEVSFIQNLVFCVERVYRVPDFGVWERGSKYNNGSTELHSSSVGLAKAALEAINGFNLFGNQGCSWSVIFVDLDAHNRNRQTLCSLLPRESRSHNTDAALLPCI.... Result: 0 (no interaction). (7) The miRNA is hsa-miR-4433a-3p with sequence ACAGGAGUGGGGGUGGGACAU. The protein sequence of the target gene is MALLGRAFFAGVSRLPCDPGPQRFFSFGTKTLYQSKDAPQSKFFQPVLKPMLPPDAFQGKVAFITGGGTGLGKAMTTFLSTLGAQCVIASRNIDVLKATAEEISSKTGNKVHAIRCDVRDPDMVHNTVLELIKVAGHPDVVINNAAGNFISPSERLTPNGWKTITDIVLNGTAYVTLEIGKQLIKAQKGAAFLAITTIYAESGSGFVMPSSSAKSGVEAMNKSLAAEWGRYGMRFNIIQPGPIKTKGAFSRLDPTGRFEKEMIDRIPCGRLGTMEELANLATFLCSDYASWINGAVIRFD.... Result: 0 (no interaction). (8) The miRNA is mmu-miR-3095-5p with sequence AAGCUUUCUCAUCUGUGACACU. The protein sequence of the target gene is MAHITINQYLQQVYEAIDTRDGASCAELVSFKHPHVANPRLQMASPEEKCQQVLEPPYDEMFAAHLRCTYAVGNHDFIEAYKCQTVIVQSFLRAFQAHKEENWALPVMYAVALDLRIFANNADQQLVKKGKSKVGDMLEKAAELLMSCFRVCASDTRAGIEDSKKWGMLFLVNQLFKIYFKINKLHLCKPLIRAIDSSNLKDDYSTAQRITYKYYVGRKAMFDSDFKQAEEYLSFAFEHCHRSSQKNKRMILIYLLPVKMLLGHMPTIELLRKYHLMQFSEVTKAVSEGNLLLLNEALAK.... Result: 0 (no interaction). (9) The miRNA is hsa-miR-6731-5p with sequence UGGGAGAGCAGGGUAUUGUGGA. Result: 0 (no interaction). The protein sequence of the target gene is MDEEYDVIVLGTGLTECILSGIMSVNGKKVLHMDRNPYYGGESSSITPLEELYKRFQILEGPPESMGRGRDWNVDLIPKFLMANGQLVKMLLYTEVTRYLDFKVVEGSFVYKGGKIYKVPSTETEALASNLMGMFEKRRFRKFLVFVANFDENDPKTFEGVDPQNTSMRDVYRKFDLGQDVIDFTGHALALYRTDDYLDQPCLETINRIKLYSESLARYGKSPYLYPLYGLGELPQGFARLSAIYGGTYMLNKPVDDIIMENGKVVGVKSEGEVARCKQLICDPSYIPDRVQKAGQVIRI.... (10) The miRNA is hsa-miR-676-5p with sequence UCUUCAACCUCAGGACUUGCA. The protein sequence of the target gene is MACPALGLEALQPLQPEPPPEPAFSEAQKWIEQVTGRSFGDKDFRTGLENGILLCELLNAIKPGLVKKINRLPTPIAGLDNIILFLRGCKELGLKESQLFDPSDLQDTSNRVTVKSLDYSRKLKNVLVTIYWLGKAANSCTSYSGTTLNLKEFEGLLAQMRKDTDDIESPKRSIRDSGYIDCWDSERSDSLSPPRHGRDDSFDSLDSFGSRSRQTPSPDVVLRGSSDGRGSDSESDLPHRKLPDVKKDDMSARRTSHGEPKSAVPFNQYLPNKSNQTAYVPAPLRKKKAEREEYRKSWST.... Result: 1 (interaction).